This data is from Forward reaction prediction with 1.9M reactions from USPTO patents (1976-2016). The task is: Predict the product of the given reaction. (1) The product is: [CH2:30]([O:29][C:27](=[O:28])[CH2:26][CH2:32][N:1]1[C:9]2[C:4](=[C:5]([C:10]([N:12]3[CH2:18][C:17]4([CH3:20])[CH2:19][CH:13]3[CH2:14][C:15]([CH3:22])([CH3:21])[CH2:16]4)=[O:11])[CH:6]=[CH:7][CH:8]=2)[CH:3]=[CH:2]1)[CH3:31]. Given the reactants [NH:1]1[C:9]2[C:4](=[C:5]([C:10]([N:12]3[CH2:18][C:17]4([CH3:20])[CH2:19][CH:13]3[CH2:14][C:15]([CH3:22])([CH3:21])[CH2:16]4)=[O:11])[CH:6]=[CH:7][CH:8]=2)[CH:3]=[CH:2]1.[H-].[Na+].Br[CH:26]([CH3:32])[C:27]([O:29][CH2:30][CH3:31])=[O:28], predict the reaction product. (2) Given the reactants [F:1][C:2]([F:13])([F:12])[CH2:3][NH:4][C:5]([C:7]1[S:8][CH:9]=[CH:10][CH:11]=1)=O.COC1C=CC(P2(SP(C3C=CC(OC)=CC=3)(=S)S2)=[S:23])=CC=1, predict the reaction product. The product is: [F:1][C:2]([F:13])([F:12])[CH2:3][NH:4][C:5]([C:7]1[S:8][CH:9]=[CH:10][CH:11]=1)=[S:23]. (3) Given the reactants [NH2:1][C:2]1[N:7]=[C:6]([Cl:8])[C:5]([CH:9]=[O:10])=[C:4]([Cl:11])[N:3]=1.[CH3:12][Mg]Cl, predict the reaction product. The product is: [NH2:1][C:2]1[N:3]=[C:4]([Cl:11])[C:5]([CH:9]([OH:10])[CH3:12])=[C:6]([Cl:8])[N:7]=1. (4) The product is: [F:27][C:21]1[CH:22]=[C:23]([F:26])[CH:24]=[CH:25][C:20]=1[N:16]1[C:15]([C:9]2[S:8][C:7]3[C:6]4[N:28]=[C:2]([N:32]5[CH2:33][CH2:34][NH:29][C:30](=[O:35])[CH2:31]5)[CH:3]=[CH:4][C:5]=4[O:14][CH2:13][CH2:12][C:11]=3[CH:10]=2)=[N:19][CH:18]=[N:17]1. Given the reactants Cl[C:2]1[CH:3]=[CH:4][C:5]2[O:14][CH2:13][CH2:12][C:11]3[CH:10]=[C:9]([C:15]4[N:16]([C:20]5[CH:25]=[CH:24][C:23]([F:26])=[CH:22][C:21]=5[F:27])[N:17]=[CH:18][N:19]=4)[S:8][C:7]=3[C:6]=2[N:28]=1.[NH:29]1[CH2:34][CH2:33][NH:32][CH2:31][C:30]1=[O:35].CC([O-])(C)C.[Na+].CC(C1C=C(C(C)C)C(C2C=CC=CC=2P(C2CCCCC2)C2CCCCC2)=C(C(C)C)C=1)C, predict the reaction product. (5) Given the reactants [Cl:1][C:2]1[CH:9]=[CH:8][C:5]([CH:6]=O)=[CH:4][CH:3]=1.C([O-])(O)=O.[Na+].Cl.[CH3:16][O:17][C:18](=[O:22])[CH2:19][CH2:20][NH2:21].C(O[BH-](OC(=O)C)OC(=O)C)(=O)C.[Na+], predict the reaction product. The product is: [CH3:16][O:17][C:18](=[O:22])[CH2:19][CH2:20][NH:21][CH2:6][C:5]1[CH:8]=[CH:9][C:2]([Cl:1])=[CH:3][CH:4]=1. (6) Given the reactants [F:1][C:2]1[CH:7]=[CH:6][C:5]([CH2:8][CH:9]([OH:26])[CH2:10][CH2:11][CH:12]2[CH2:16][CH2:15][C:14](=[O:17])[N:13]2[CH2:18][CH2:19][CH2:20][CH2:21][CH2:22][CH2:23][C:24]#[N:25])=[CH:4][CH:3]=1.[N:27]([Si](C)(C)C)=[N+:28]=[N-:29].C([Sn](=O)CCCC)CCC.Cl, predict the reaction product. The product is: [F:1][C:2]1[CH:7]=[CH:6][C:5]([CH2:8][CH:9]([OH:26])[CH2:10][CH2:11][CH:12]2[N:13]([CH2:18][CH2:19][CH2:20][CH2:21][CH2:22][CH2:23][C:24]3[N:27]=[N:28][NH:29][N:25]=3)[C:14](=[O:17])[CH2:15][CH2:16]2)=[CH:4][CH:3]=1. (7) Given the reactants [F:1][C:2]1[CH:7]=[CH:6][CH:5]=[CH:4][C:3]=1[N:8]1[C:16]2[C:11](=[C:12]([N:17]3[CH2:24][C@H:23]4[C@H:19]([CH2:20][NH:21][CH2:22]4)[C:18]3=[O:25])[CH:13]=[CH:14][CH:15]=2)[CH:10]=[N:9]1.[OH:26][C:27]([CH3:32])([CH3:31])[C:28](O)=[O:29].C(N=C=NCCCN(C)C)C.ON=C(C#N)C(OCC)=O, predict the reaction product. The product is: [F:1][C:2]1[CH:7]=[CH:6][CH:5]=[CH:4][C:3]=1[N:8]1[C:16]2[C:11](=[C:12]([N:17]3[CH2:24][C@H:23]4[C@H:19]([CH2:20][N:21]([C:28](=[O:29])[C:27]([OH:26])([CH3:32])[CH3:31])[CH2:22]4)[C:18]3=[O:25])[CH:13]=[CH:14][CH:15]=2)[CH:10]=[N:9]1. (8) Given the reactants P([O-])([O-])([O-])=O.[Na].[F:7][C:8]1[C:13]([F:14])=[C:12]([C:15]([F:18])([F:17])[F:16])[CH:11]=[CH:10][C:9]=1[C:19]1[N:20]=[C:21]([NH:24][C:25](=[O:41])[CH2:26][C:27]2[C:35]3[C:34](=[O:36])[N:33]([CH3:37])[C:32](=[O:38])[N:31]([CH3:39])[C:30]=3[O:29][C:28]=2[CH3:40])[S:22][CH:23]=1.[P:42]([O:54][CH2:55]Cl)([O:49][C:50]([CH3:53])([CH3:52])[CH3:51])([O:44][C:45]([CH3:48])([CH3:47])[CH3:46])=[O:43].[I-].[Na+], predict the reaction product. The product is: [P:42]([O:54][CH2:55][N:20]1[C:19]([C:9]2[CH:10]=[CH:11][C:12]([C:15]([F:16])([F:18])[F:17])=[C:13]([F:14])[C:8]=2[F:7])=[CH:23][S:22][C:21]1=[N:24][C:25](=[O:41])[CH2:26][C:27]1[C:35]2[C:34](=[O:36])[N:33]([CH3:37])[C:32](=[O:38])[N:31]([CH3:39])[C:30]=2[O:29][C:28]=1[CH3:40])([O:44][C:45]([CH3:48])([CH3:47])[CH3:46])([O:49][C:50]([CH3:51])([CH3:52])[CH3:53])=[O:43]. (9) Given the reactants [F:1][C:2]1[C:3]([NH:16][NH2:17])=[N:4][C:5]([CH3:15])=[N:6][C:7]=1[NH:8][CH2:9][C:10]1[S:11][CH:12]=[CH:13][N:14]=1.[CH:18]1([CH2:23][C@H:24]([CH2:28][N:29]([CH:37]=[O:38])[O:30][CH:31]2[CH2:36][CH2:35][CH2:34][CH2:33][O:32]2)[C:25](O)=[O:26])[CH2:22][CH2:21][CH2:20][CH2:19]1.C1C=NC2N(O)N=NC=2C=1.CN1CCOCC1.C(Cl)CCl, predict the reaction product. The product is: [CH:18]1([CH2:23][C@@H:24]([C:25]([NH:17][NH:16][C:3]2[C:2]([F:1])=[C:7]([NH:8][CH2:9][C:10]3[S:11][CH:12]=[CH:13][N:14]=3)[N:6]=[C:5]([CH3:15])[N:4]=2)=[O:26])[CH2:28][N:29]([O:30][CH:31]2[CH2:36][CH2:35][CH2:34][CH2:33][O:32]2)[CH:37]=[O:38])[CH2:22][CH2:21][CH2:20][CH2:19]1.